This data is from Peptide-MHC class II binding affinity with 134,281 pairs from IEDB. The task is: Regression. Given a peptide amino acid sequence and an MHC pseudo amino acid sequence, predict their binding affinity value. This is MHC class II binding data. (1) The peptide sequence is FVAAAKYMVIQGEPG. The MHC is DRB1_1001 with pseudo-sequence DRB1_1001. The binding affinity (normalized) is 0.681. (2) The peptide sequence is AAVELARALVRAVAE. The MHC is HLA-DQA10501-DQB10301 with pseudo-sequence HLA-DQA10501-DQB10301. The binding affinity (normalized) is 0.722. (3) The peptide sequence is AGELQIIDKIDAAFK. The MHC is DRB5_0101 with pseudo-sequence DRB5_0101. The binding affinity (normalized) is 0.517. (4) The peptide sequence is SLRKLSSVCLALTNS. The MHC is DRB1_0404 with pseudo-sequence DRB1_0404. The binding affinity (normalized) is 0.701. (5) The peptide sequence is SDKYSYRLSGPENQE. The MHC is DRB1_0101 with pseudo-sequence DRB1_0101. The binding affinity (normalized) is 0.923. (6) The peptide sequence is PEDSALLEDPAG. The MHC is HLA-DQA10501-DQB10301 with pseudo-sequence HLA-DQA10501-DQB10301. The binding affinity (normalized) is 0. (7) The peptide sequence is GCNRLKRMAVSGDDC. The MHC is DRB3_0301 with pseudo-sequence DRB3_0301. The binding affinity (normalized) is 0.256. (8) The peptide sequence is LPADLMIRIIAQGPK. The MHC is DRB1_0802 with pseudo-sequence DRB1_0802. The binding affinity (normalized) is 0.698.